This data is from Catalyst prediction with 721,799 reactions and 888 catalyst types from USPTO. The task is: Predict which catalyst facilitates the given reaction. Reactant: Cl[C:2]1[N:3]=[C:4]([NH:18][CH3:19])[C:5]2[CH2:10][CH2:9][CH:8]([C:11]3[CH:16]=[CH:15][C:14]([F:17])=[CH:13][CH:12]=3)[C:6]=2[N:7]=1.[CH3:20][O:21][C:22]1[CH:23]=[C:24]([CH:26]=[CH:27][C:28]=1[N:29]1[CH:33]=[N:32][C:31]([CH3:34])=[N:30]1)[NH2:25].OS(O)(=O)=O.C([O-])(O)=O.[Na+]. Product: [F:17][C:14]1[CH:15]=[CH:16][C:11]([CH:8]2[C:6]3[N:7]=[C:2]([NH:25][C:24]4[CH:26]=[CH:27][C:28]([N:29]5[CH:33]=[N:32][C:31]([CH3:34])=[N:30]5)=[C:22]([O:21][CH3:20])[CH:23]=4)[N:3]=[C:4]([NH:18][CH3:19])[C:5]=3[CH2:10][CH2:9]2)=[CH:12][CH:13]=1. The catalyst class is: 264.